From a dataset of Forward reaction prediction with 1.9M reactions from USPTO patents (1976-2016). Predict the product of the given reaction. (1) Given the reactants O.[CH2:2]([C:4]1[C:8]([O:9][C:10]2[CH:11]=[C:12]([CH:15]=[C:16]([S:18][CH3:19])[CH:17]=2)[C:13]#[N:14])=[C:7]([CH2:20][CH3:21])[N:6]([CH2:22][CH2:23][OH:24])[N:5]=1)[CH3:3].[OH:25]OS([O-])=O.[K+], predict the reaction product. The product is: [CH2:2]([C:4]1[C:8]([O:9][C:10]2[CH:11]=[C:12]([CH:15]=[C:16]([S:18]([CH3:19])=[O:25])[CH:17]=2)[C:13]#[N:14])=[C:7]([CH2:20][CH3:21])[N:6]([CH2:22][CH2:23][OH:24])[N:5]=1)[CH3:3]. (2) Given the reactants CN1CCOCC1.[CH3:8][N:9]1[CH2:14][CH2:13][NH:12][CH2:11][CH2:10]1.[Br:15][C:16]1[CH:21]=[CH:20][C:19]([S:22](Cl)(=[O:24])=[O:23])=[CH:18][CH:17]=1, predict the reaction product. The product is: [Br:15][C:16]1[CH:21]=[CH:20][C:19]([S:22]([N:12]2[CH2:13][CH2:14][N:9]([CH3:8])[CH2:10][CH2:11]2)(=[O:24])=[O:23])=[CH:18][CH:17]=1.